Dataset: Experimentally validated miRNA-target interactions with 360,000+ pairs, plus equal number of negative samples. Task: Binary Classification. Given a miRNA mature sequence and a target amino acid sequence, predict their likelihood of interaction. (1) The miRNA is mmu-miR-1955-5p with sequence AGUCCCAGGAUGCACUGCAGCUUUU. The protein sequence of the target gene is MAEMGSKGVTAGKIASNVQKKLTRAQEKVLQKLGKADETKDEQFEQCVQNFNKQLTEGTRLQKDLRTYLASVKAMHEASKKLNECLQEVYEPDWPGRDEANKIAENNDLLWMDYHQKLVDQALLTMDTYLGQFPDIKSRIAKRGRKLVDYDSARHHYESLQTAKKKDEAKIAKPVSLLEKAAPQWCQGKLQAHLVAQTNLLRNQAEEELIKAQKVFEEMNVDLQEELPSLWNSRVGFYVNTFQSIAGLEENFHKEMSKLNQNLNDVLVGLEKQHGSNTFTVKAQPSDNAPAKGNKSPSPP.... Result: 0 (no interaction). (2) The miRNA is hsa-miR-150-5p with sequence UCUCCCAACCCUUGUACCAGUG. The protein sequence of the target gene is MSEESDSLRTSPSVASLSENELPPPPEPPGYVCSLTEDLVTKAREELQEKPEWRLRDVQALRDMVRKEYPNLSTSLDDAFLLRFLRARKFDYDRALQLLVNYHSCRRSWPEVFNNLKPSALKDVLASGFLTVLPHTDPRGCHVVCIRPDRWIPSNYPITENIRAIYLTLEKLIQSEETQVNGIVILADYKGVSLSKASHFGPFIAKKVIGILQDGFPIRIKAVHVVNEPRIFKGIFAIIKPFLKEKIANRFFLHGSDLNSLHTNLPRSILPKEYGGTAGELDTATWNAVLLASEDDFVKE.... Result: 1 (interaction). (3) The miRNA is mmu-miR-466l-5p with sequence UUGUGUGUACAUGUACAUGUAU. The protein sequence of the target gene is MGPLHQFLLLLITALSQALNTTVLQGMAGQSLRVSCTYDALKHWGRRKAWCRQLGEEGPCQRVVSTHGVWLLAFLKKRNGSTVIADDTLAGTVTITLKNLQAGDAGLYQCQSLRGREAEVLQKVLVEVLEDPLDDQDAGDLWVPEESSSFEGAQVEHSTSRNQETSFPPTSILLLLACVLLSKFLAASILWAVARGRQKPGTPVVRGLDCGQDAGHQLQILTGPGGT. Result: 0 (no interaction). (4) The miRNA is hsa-miR-192-3p with sequence CUGCCAAUUCCAUAGGUCACAG. The protein sequence of the target gene is MGTATGAGYFQRGSLFWFTVITVSFGYYTWAVFWPQSIPYQSLGPLGPFTKYLVDHYHTFLRNGYWLAWLIHVGESLYALVLCKRKGITDVQAQLLWFLQTFLFGVASLSILIAYRSKRQKHN. Result: 0 (no interaction). (5) The miRNA is mmu-miR-669a-3-3p with sequence ACAUAACAUACACACACAUGUAU. The protein sequence of the target gene is MKYPLMPLVNDLTFSFLVFWFCLPVGLLLLLIIWLRFLLSQDSEENDSSVCLDWEPWSKGPAEFCWKGTLHGQEKERPCW. Result: 0 (no interaction).